From a dataset of Peptide-MHC class II binding affinity with 134,281 pairs from IEDB. Regression. Given a peptide amino acid sequence and an MHC pseudo amino acid sequence, predict their binding affinity value. This is MHC class II binding data. (1) The peptide sequence is APEVKYTVFETKLKK. The MHC is HLA-DQA10401-DQB10402 with pseudo-sequence HLA-DQA10401-DQB10402. The binding affinity (normalized) is 0.0952. (2) The peptide sequence is FDREFTFGWDELLSK. The MHC is DRB1_1302 with pseudo-sequence DRB1_1302. The binding affinity (normalized) is 0.0758. (3) The peptide sequence is SAIQGNVTSIHSLLD. The MHC is DRB1_0701 with pseudo-sequence DRB1_0701. The binding affinity (normalized) is 0.315. (4) The peptide sequence is NYLALLVKFVAGDGD. The MHC is DRB1_0101 with pseudo-sequence DRB1_0101. The binding affinity (normalized) is 0.650. (5) The peptide sequence is AVVCGRRHGVRIRVR. The MHC is HLA-DPA10201-DPB10501 with pseudo-sequence HLA-DPA10201-DPB10501. The binding affinity (normalized) is 0.202. (6) The peptide sequence is LPRLIAFTSEHSHFS. The MHC is HLA-DPA10201-DPB11401 with pseudo-sequence HLA-DPA10201-DPB11401. The binding affinity (normalized) is 0.153. (7) The peptide sequence is FTVVAAKPGFNNHEENGQSA. The MHC is HLA-DQA10301-DQB10302 with pseudo-sequence HLA-DQA10301-DQB10302. The binding affinity (normalized) is 0.314.